This data is from Full USPTO retrosynthesis dataset with 1.9M reactions from patents (1976-2016). The task is: Predict the reactants needed to synthesize the given product. (1) Given the product [CH3:1][O:2][C:3]1[CH:4]=[C:5]2[C:9](=[CH:10][CH:11]=1)[CH:8]([OH:12])[CH2:7][CH2:6]2, predict the reactants needed to synthesize it. The reactants are: [CH3:1][O:2][C:3]1[CH:4]=[C:5]2[C:9](=[CH:10][CH:11]=1)[C:8](=[O:12])[CH2:7][CH2:6]2.[BH4-].[Na+]. (2) Given the product [C:1]([C:5]1[NH:6][C:7]2[C:12]([CH:13]=1)=[CH:11][C:10]([NH:14][C:16]1[CH:25]=[CH:24][C:23]([CH:26]3[CH2:28][CH2:27]3)=[CH:22][C:17]=1[C:18]([O:20][CH3:21])=[O:19])=[CH:9][CH:8]=2)([CH3:4])([CH3:2])[CH3:3], predict the reactants needed to synthesize it. The reactants are: [C:1]([C:5]1[NH:6][C:7]2[C:12]([CH:13]=1)=[CH:11][C:10]([NH2:14])=[CH:9][CH:8]=2)([CH3:4])([CH3:3])[CH3:2].Br[C:16]1[CH:25]=[CH:24][C:23]([CH:26]2[CH2:28][CH2:27]2)=[CH:22][C:17]=1[C:18]([O:20][CH3:21])=[O:19].C(=O)([O-])[O-].[Cs+].[Cs+]. (3) Given the product [Cl:8][C:6]1[N:5]=[C:4]([NH2:9])[N:3]=[C:2]([NH:13][CH2:12][C:11]([CH3:15])([CH3:14])[CH3:10])[CH:7]=1, predict the reactants needed to synthesize it. The reactants are: Cl[C:2]1[CH:7]=[C:6]([Cl:8])[N:5]=[C:4]([NH2:9])[N:3]=1.[CH3:10][C:11]([CH3:15])([CH3:14])[CH2:12][NH2:13].CCN(C(C)C)C(C)C. (4) Given the product [F:33][C:34]([F:48])([F:49])[C:35]1[CH:36]=[C:37]([C:38]([NH:12][C@@H:13]2[CH2:18][CH2:17][N:16]([C:19]([O:21][C:22]([CH3:25])([CH3:24])[CH3:23])=[O:20])[CH2:15][C@H:14]2[C:26]2[CH:31]=[CH:30][CH:29]=[C:28]([Cl:32])[CH:27]=2)=[O:39])[CH:41]=[C:42]([C:44]([F:45])([F:46])[F:47])[CH:43]=1, predict the reactants needed to synthesize it. The reactants are: C1(C)C=CC(S(O)(=O)=O)=CC=1.[NH2:12][C@@H:13]1[CH2:18][CH2:17][N:16]([C:19]([O:21][C:22]([CH3:25])([CH3:24])[CH3:23])=[O:20])[CH2:15][C@H:14]1[C:26]1[CH:31]=[CH:30][CH:29]=[C:28]([Cl:32])[CH:27]=1.[F:33][C:34]([F:49])([F:48])[C:35]1[CH:36]=[C:37]([CH:41]=[C:42]([C:44]([F:47])([F:46])[F:45])[CH:43]=1)[C:38](O)=[O:39]. (5) Given the product [CH3:9][O:10][C:11]1[CH:16]=[CH:15][C:14]([CH2:21][NH:1][O:2][CH:3]([CH3:8])[CH2:4][CH2:5][C:6]#[N:7])=[CH:13][CH:12]=1, predict the reactants needed to synthesize it. The reactants are: [NH2:1][O:2][CH:3]([CH3:8])[CH2:4][CH2:5][C:6]#[N:7].[CH3:9][O:10][C:11]1[CH:16]=[CH:15][C:14](S(Cl)(=O)=O)=[CH:13][CH:12]=1.[CH:21](N(C(C)C)CC)(C)C.S(Cl)(Cl)(=O)=O.[OH-].[Na+]. (6) Given the product [Br:1][C:2]1[C:3]([N:10]=[N:11][C:14]2[CH:19]=[CH:18][CH:17]=[CH:16][CH:15]=2)=[C:4]([NH2:9])[C:5]([Br:8])=[CH:6][CH:7]=1, predict the reactants needed to synthesize it. The reactants are: [Br:1][C:2]1[C:3]([NH2:10])=[C:4]([NH2:9])[C:5]([Br:8])=[CH:6][CH:7]=1.[N+:11]([C:14]1[CH:19]=[CH:18][CH:17]=[CH:16][CH:15]=1)([O-])=O.[OH-].[Na+]. (7) Given the product [OH:14][CH2:2][C:3]([C:5]1[CH:10]=[CH:9][C:8]([C:11]#[N:12])=[CH:7][CH:6]=1)=[O:4], predict the reactants needed to synthesize it. The reactants are: Br[CH2:2][C:3]([C:5]1[CH:10]=[CH:9][C:8]([C:11]#[N:12])=[CH:7][CH:6]=1)=[O:4].C([O-])=[O:14].[Na+].